Predict the reactants needed to synthesize the given product. From a dataset of Retrosynthesis with 50K atom-mapped reactions and 10 reaction types from USPTO. (1) Given the product O=[N+]([O-])c1ccc(F)cc1OCc1cccnc1, predict the reactants needed to synthesize it. The reactants are: O=[N+]([O-])c1ccc(F)cc1O.OCc1cccnc1. (2) Given the product CC(C)(C)OC(=O)N[C@H]1CCN(c2ccc(O)cc2)C1=O, predict the reactants needed to synthesize it. The reactants are: CC(C)(C)OC(=O)N[C@H]1CCN(c2ccc(OCc3ccccc3)cc2)C1=O. (3) Given the product C[C@H](NC(=O)c1cc(C(F)(F)F)cnc1NCc1ccc(-c2cnc3[nH]ncc3c2)cc1)c1ccc(F)cc1, predict the reactants needed to synthesize it. The reactants are: C[C@H](NC(=O)c1cc(C(F)(F)F)cnc1Cl)c1ccc(F)cc1.NCc1ccc(-c2cnc3[nH]ncc3c2)cc1. (4) The reactants are: OCCOCc1ccccc1.Oc1ccc(OCc2ccccc2)cc1. Given the product c1ccc(COCCOc2ccc(OCc3ccccc3)cc2)cc1, predict the reactants needed to synthesize it. (5) Given the product O=S(=O)(c1ccccc1)n1cc(C#CCCCc2ccccc2)c(-c2cccnc2)n1, predict the reactants needed to synthesize it. The reactants are: C#CCCCc1ccccc1.O=S(=O)(c1ccccc1)n1cc(I)c(-c2cccnc2)n1. (6) Given the product Nc1nc2ccccc2c2c1ncn2CCCCNC(=O)c1ccncc1, predict the reactants needed to synthesize it. The reactants are: NCCCCn1cnc2c(N)nc3ccccc3c21.O=C(Cl)c1ccncc1. (7) Given the product COC(=O)Cc1nn(Cc2ccc(NC(=O)c3ccc4ccccc4c3)cc2)c2ncccc12, predict the reactants needed to synthesize it. The reactants are: COC(=O)Cc1nn(Cc2ccc(N)cc2)c2ncccc12.O=C(Cl)c1ccc2ccccc2c1. (8) Given the product CC(C)CN1CCN(c2cccc(CS(=O)(=O)C=C3CN(C(c4ccc(Cl)cc4)c4ccc(Cl)cc4)C3)c2)CC1, predict the reactants needed to synthesize it. The reactants are: CC(C)C=O.O=S(=O)(C=C1CN(C(c2ccc(Cl)cc2)c2ccc(Cl)cc2)C1)Cc1cccc(N2CCNCC2)c1. (9) The reactants are: COc1ccc(B(O)O)cc1CNC1CCC(N(C)C(=O)OC(C)(C)C)CC1.O=C(Cl)c1sc2c(F)ccc(F)c2c1Cl. Given the product COc1ccc(B(O)O)cc1CN(C(=O)c1sc2c(F)ccc(F)c2c1Cl)C1CCC(N(C)C(=O)OC(C)(C)C)CC1, predict the reactants needed to synthesize it.